Dataset: Forward reaction prediction with 1.9M reactions from USPTO patents (1976-2016). Task: Predict the product of the given reaction. (1) Given the reactants C([Li])CCC.[C:6]([O:10][C:11](=[O:32])[CH:12](P(OCC)(OCC)=O)[CH2:13][C:14]([O:16][CH2:17][C:18]1[CH:23]=[CH:22][CH:21]=[CH:20][CH:19]=1)=[O:15])([CH3:9])([CH3:8])[CH3:7].[C:33]([O:37][C:38](=[O:48])[NH:39][C:40]1[CH:45]=[C:44]([CH:46]=O)[CH:43]=[CH:42][N:41]=1)([CH3:36])([CH3:35])[CH3:34].O, predict the reaction product. The product is: [C:6]([O:10][C:11](=[O:32])[C:12](=[CH:46][C:44]1[CH:43]=[CH:42][N:41]=[C:40]([NH:39][C:38]([O:37][C:33]([CH3:36])([CH3:35])[CH3:34])=[O:48])[CH:45]=1)[CH2:13][C:14]([O:16][CH2:17][C:18]1[CH:19]=[CH:20][CH:21]=[CH:22][CH:23]=1)=[O:15])([CH3:7])([CH3:8])[CH3:9]. (2) Given the reactants [CH3:1][CH:2]([CH3:15])[CH2:3][CH2:4][NH:5][CH2:6][C:7]1[S:11][C:10](B(O)O)=[CH:9][CH:8]=1.Br[C:17]1[CH:18]=[C:19]2[C:23](=[C:24]([C:26]([NH2:28])=[O:27])[CH:25]=1)[NH:22][CH:21]=[C:20]2[CH:29]1[CH2:34][CH2:33][N:32]([S:35]([CH2:38][CH3:39])(=[O:37])=[O:36])[CH2:31][CH2:30]1.C([O-])([O-])=O.[K+].[K+], predict the reaction product. The product is: [CH2:38]([S:35]([N:32]1[CH2:31][CH2:30][CH:29]([C:20]2[C:19]3[C:23](=[C:24]([C:26]([NH2:28])=[O:27])[CH:25]=[C:17]([C:10]4[S:11][C:7]([CH2:6][NH:5][CH2:4][CH2:3][CH:2]([CH3:15])[CH3:1])=[CH:8][CH:9]=4)[CH:18]=3)[NH:22][CH:21]=2)[CH2:34][CH2:33]1)(=[O:37])=[O:36])[CH3:39]. (3) The product is: [C:1]([O:5][C:6]([N:8]1[CH2:9][CH:10]([CH2:31][C:32]2[CH:37]=[CH:36][CH:35]=[CH:34][CH:33]=2)[CH:11]([CH2:13][N:14]([CH2:15][C:16]2[CH:21]=[CH:20][CH:19]=[C:18]([CH2:22][NH2:23])[CH:17]=2)[C:24]2[CH:25]=[CH:26][C:27]([Cl:30])=[CH:28][CH:29]=2)[CH2:12]1)=[O:7])([CH3:4])([CH3:2])[CH3:3]. Given the reactants [C:1]([O:5][C:6]([N:8]1[CH2:12][C@@H:11]([CH2:13][N:14]([C:24]2[CH:29]=[CH:28][C:27]([Cl:30])=[CH:26][CH:25]=2)[CH2:15][C:16]2[CH:21]=[CH:20][CH:19]=[C:18]([C:22]#[N:23])[CH:17]=2)[C@H:10]([CH2:31][C:32]2[CH:37]=[CH:36][CH:35]=[CH:34][CH:33]=2)[CH2:9]1)=[O:7])([CH3:4])([CH3:3])[CH3:2], predict the reaction product. (4) Given the reactants Br[C:2]1[CH:6]=[CH:5][O:4][CH:3]=1.[CH:7]([C:9]1[CH:14]=[CH:13][C:12](B(O)O)=[CH:11][CH:10]=1)=[O:8].C(#N)C.C(=O)([O-])[O-].[Na+].[Na+], predict the reaction product. The product is: [O:4]1[CH:5]=[CH:6][C:2]([C:12]2[CH:13]=[CH:14][C:9]([CH:7]=[O:8])=[CH:10][CH:11]=2)=[CH:3]1. (5) Given the reactants Cl[C:2]1[CH:7]=[CH:6][N:5]=[C:4]2[CH:8]=[C:9]([C:11]3[CH:16]=[CH:15][C:14]([C:17](O)([CH3:19])[CH3:18])=[CH:13][CH:12]=3)[O:10][C:3]=12.[CH3:21][C:22]1[C:30]([NH2:31])=[CH:29][CH:28]=[C:27]2[C:23]=1[CH:24]=[CH:25][NH:26]2, predict the reaction product. The product is: [C:17]([C:14]1[CH:15]=[CH:16][C:11]([C:9]2[O:10][C:3]3[C:4](=[N:5][CH:6]=[CH:7][C:2]=3[NH:31][C:30]3[C:22]([CH3:21])=[C:23]4[C:27](=[CH:28][CH:29]=3)[NH:26][CH:25]=[CH:24]4)[CH:8]=2)=[CH:12][CH:13]=1)([CH3:19])=[CH2:18]. (6) Given the reactants [Cl:1][C:2]1[N:10]=[CH:9][C:8]([F:11])=[CH:7][C:3]=1[C:4]([NH2:6])=O.C(N(CC)CC)C.FC(F)(F)C(OC(=O)C(F)(F)F)=O, predict the reaction product. The product is: [Cl:1][C:2]1[N:10]=[CH:9][C:8]([F:11])=[CH:7][C:3]=1[C:4]#[N:6]. (7) Given the reactants [Br:1][C:2]1[C:7]2[S:8][C:9]([C:12]([N:14]3[CH2:19][CH2:18][O:17][CH2:16][CH2:15]3)=[O:13])=[C:10]([Cl:11])[C:6]=2[CH:5]=[C:4]([O:20][CH3:21])[C:3]=1[OH:22].[CH:23](N(C(C)C)CC)(C)C.O, predict the reaction product. The product is: [Br:1][C:2]1[C:7]2[S:8][C:9]([C:12]([N:14]3[CH2:15][CH2:16][O:17][CH2:18][CH2:19]3)=[O:13])=[C:10]([Cl:11])[C:6]=2[CH:5]=[C:4]([O:20][CH3:21])[C:3]=1[O:22][CH3:23].